This data is from NCI-60 drug combinations with 297,098 pairs across 59 cell lines. The task is: Regression. Given two drug SMILES strings and cell line genomic features, predict the synergy score measuring deviation from expected non-interaction effect. Drug 1: C1C(C(OC1N2C=NC(=NC2=O)N)CO)O. Drug 2: C(CN)CNCCSP(=O)(O)O. Cell line: SR. Synergy scores: CSS=24.9, Synergy_ZIP=-2.91, Synergy_Bliss=5.08, Synergy_Loewe=-17.1, Synergy_HSA=4.53.